From a dataset of Catalyst prediction with 721,799 reactions and 888 catalyst types from USPTO. Predict which catalyst facilitates the given reaction. (1) Reactant: [Br:1][C:2]1[CH:7]=[CH:6][CH:5]=[CH:4][C:3]=1[C:8](=[N:14][C:15]1[CH:20]=[CH:19][C:18]([CH3:21])=[C:17]([F:22])[CH:16]=1)/[N:9]=[CH:10]/N(C)C.C[Si]([CH:27]=[C:28]=[O:29])(C)C. Product: [Br:1][C:2]1[CH:7]=[CH:6][CH:5]=[CH:4][C:3]=1[C:8]1[N:14]([C:15]2[CH:20]=[CH:19][C:18]([CH3:21])=[C:17]([F:22])[CH:16]=2)[C:28](=[O:29])[CH:27]=[CH:10][N:9]=1. The catalyst class is: 802. (2) Reactant: [NH2:1][N:2]1[N:11]=[C:10]([CH:12]([CH3:14])[CH3:13])[C:9]2[C:4](=[CH:5][CH:6]=[CH:7][CH:8]=2)[C:3]1=[O:15].N1C=CC=CC=1.[C:22]12([CH2:32][C:33](Cl)=[O:34])[CH2:31][CH:26]3[CH2:27][CH:28]([CH2:30][CH:24]([CH2:25]3)[CH2:23]1)[CH2:29]2. Product: [C:22]12([CH2:32][C:33]([NH:1][N:2]3[N:11]=[C:10]([CH:12]([CH3:13])[CH3:14])[C:9]4[C:4](=[CH:5][CH:6]=[CH:7][CH:8]=4)[C:3]3=[O:15])=[O:34])[CH2:29][CH:28]3[CH2:27][CH:26]([CH2:25][CH:24]([CH2:30]3)[CH2:23]1)[CH2:31]2. The catalyst class is: 91. (3) Reactant: BrC1C=C(C=CC=1)C(NC(C1N=NC(NC2C=C(S(CC)(=O)=O)C=CC=2OC)=NC=1)C)=O.[Br:33][C:34]1[CH:35]=[C:36]([CH:52]=[CH:53][CH:54]=1)[C:37]([NH:39][CH:40]([C:42]1[N:47]=[N:46][C:45](S(C)(=O)=O)=[N:44][CH:43]=1)[CH3:41])=[O:38].[Cl:55][C:56]1[CH:57]=[C:58]([CH:60]=[CH:61][C:62]=1[N:63]1[CH2:68][CH2:67][O:66][CH2:65][CH2:64]1)[NH2:59].O.C1(C)C=CC(S(O)(=O)=O)=CC=1. The catalyst class is: 7. Product: [Br:33][C:34]1[CH:35]=[C:36]([CH:52]=[CH:53][CH:54]=1)[C:37]([NH:39][CH:40]([C:42]1[N:47]=[N:46][C:45]([NH:59][C:58]2[CH:60]=[CH:61][C:62]([N:63]3[CH2:64][CH2:65][O:66][CH2:67][CH2:68]3)=[C:56]([Cl:55])[CH:57]=2)=[N:44][CH:43]=1)[CH3:41])=[O:38]. (4) Reactant: CS(O[CH2:6][CH:7]1[CH2:10][N:9]([C:11]([O:13][C:14]([CH3:17])([CH3:16])[CH3:15])=[O:12])[CH2:8]1)(=O)=O.[CH3:18][NH:19][CH3:20]. Product: [CH3:18][N:19]([CH2:6][CH:7]1[CH2:10][N:9]([C:11]([O:13][C:14]([CH3:17])([CH3:16])[CH3:15])=[O:12])[CH2:8]1)[CH3:20]. The catalyst class is: 111.